From a dataset of hERG Central: cardiac toxicity at 1µM, 10µM, and general inhibition. Predict hERG channel inhibition at various concentrations. The compound is CCn1c(=O)c(C(=O)NNS(=O)(=O)c2ccc(NC(=O)OC)cc2)c(O)c2ccccc21. Results: hERG_inhib (hERG inhibition (general)): blocker.